Task: Predict the product of the given reaction.. Dataset: Forward reaction prediction with 1.9M reactions from USPTO patents (1976-2016) (1) Given the reactants [NH2:1][C:2]1[CH:3]=[C:4]([C:8]2[CH2:13][CH2:12][N:11]([C:14]([O:16][C:17]([CH3:20])([CH3:19])[CH3:18])=[O:15])[CH2:10][CH:9]=2)[CH:5]=[N:6][CH:7]=1.CCOC(C)=O, predict the reaction product. The product is: [C:17]([O:16][C:14]([N:11]1[CH2:12][CH2:13][CH:8]([C:4]2[CH:5]=[N:6][CH:7]=[C:2]([NH2:1])[CH:3]=2)[CH2:9][CH2:10]1)=[O:15])([CH3:20])([CH3:18])[CH3:19]. (2) Given the reactants [NH2:1][C:2]1[NH:3][C:4](=[O:19])[C:5]([C:17]#[N:18])=[C:6]([S:8][CH2:9][CH2:10][C:11]2[CH:16]=[CH:15][CH:14]=[CH:13][N:12]=2)[N:7]=1.C(C1C=CC=C(C(C)(C)C)N=1)(C)(C)C.[S:34](O[S:34]([C:37]([F:40])([F:39])[F:38])(=[O:36])=[O:35])([C:37]([F:40])([F:39])[F:38])(=[O:36])=[O:35], predict the reaction product. The product is: [NH2:1][C:2]1[N:3]=[C:4]([O:19][S:34]([C:37]([F:40])([F:39])[F:38])(=[O:36])=[O:35])[C:5]([C:17]#[N:18])=[C:6]([S:8][CH2:9][CH2:10][C:11]2[CH:16]=[CH:15][CH:14]=[CH:13][N:12]=2)[N:7]=1. (3) Given the reactants [Cl:1][C:2]1[N:7]=[C:6]([C:8]([O:10][CH3:11])=[O:9])[CH:5]=[C:4](Cl)[N:3]=1.[NH:13]1[CH2:18][CH2:17][O:16][CH2:15][CH2:14]1, predict the reaction product. The product is: [Cl:1][C:2]1[N:7]=[C:6]([C:8]([O:10][CH3:11])=[O:9])[CH:5]=[C:4]([N:13]2[CH2:18][CH2:17][O:16][CH2:15][CH2:14]2)[N:3]=1. (4) Given the reactants [Cl:1][C:2]1[C:3]([CH:9]2[CH2:11][CH:10]2[N:12]([C:20]([C:22]2[C:23]([CH:28]([F:30])[F:29])=[N:24][N:25]([CH3:27])[CH:26]=2)=[O:21])C(=O)OC(C)(C)C)=[N:4][CH:5]=[C:6]([Cl:8])[CH:7]=1.FC(F)(F)C(O)=O, predict the reaction product. The product is: [Cl:1][C:2]1[C:3]([CH:9]2[CH2:11][CH:10]2[NH:12][C:20]([C:22]2[C:23]([CH:28]([F:30])[F:29])=[N:24][N:25]([CH3:27])[CH:26]=2)=[O:21])=[N:4][CH:5]=[C:6]([Cl:8])[CH:7]=1. (5) Given the reactants I[C:2]1[C:3]([S:8][CH2:9][C:10]2[CH:15]=[CH:14][C:13]([O:16][CH3:17])=[CH:12][CH:11]=2)=[N:4][CH:5]=[CH:6][CH:7]=1.[F:18][C:19]1[CH:20]=[C:21](B2OC(C)(C)C(C)(C)O2)[CH:22]=[C:23]([F:27])[C:24]=1[O:25][CH3:26], predict the reaction product. The product is: [F:18][C:19]1[CH:20]=[C:21]([C:2]2[C:3]([S:8][CH2:9][C:10]3[CH:15]=[CH:14][C:13]([O:16][CH3:17])=[CH:12][CH:11]=3)=[N:4][CH:5]=[CH:6][CH:7]=2)[CH:22]=[C:23]([F:27])[C:24]=1[O:25][CH3:26]. (6) Given the reactants [F:1][C:2]1[C:7]([O:8][CH2:9][CH:10]2[CH2:13][CH2:12][O:11]2)=[CH:6][CH:5]=[CH:4][C:3]=1B1OC(C)(C)C(C)(C)O1.I[C:24]1[C:32]2[C:31]([NH2:33])=[N:30][CH:29]=[N:28][C:27]=2[N:26]([C@H:34]2[CH2:37][C@@H:36]([N:38]3[CH2:43][CH2:42][S:41](=[O:44])[CH2:40][CH2:39]3)[CH2:35]2)[CH:25]=1.[O-]P([O-])([O-])=O.[K+].[K+].[K+].C([O-])([O-])=O.[Na+].[Na+], predict the reaction product. The product is: [F:1][C:2]1[C:7]([O:8][CH2:9][CH:10]2[CH2:13][CH2:12][O:11]2)=[CH:6][CH:5]=[CH:4][C:3]=1[C:24]1[C:32]2[C:31]([NH2:33])=[N:30][CH:29]=[N:28][C:27]=2[N:26]([C@H:34]2[CH2:37][C@@H:36]([N:38]3[CH2:39][CH2:40][S:41](=[O:44])[CH2:42][CH2:43]3)[CH2:35]2)[CH:25]=1.